Dataset: Catalyst prediction with 721,799 reactions and 888 catalyst types from USPTO. Task: Predict which catalyst facilitates the given reaction. (1) Reactant: [N+:1]([C:4]1[CH:5]=[C:6]([S:10]([NH:13][CH2:14][C:15]([F:18])([F:17])[F:16])(=[O:12])=[O:11])[CH:7]=[CH:8][CH:9]=1)([O-])=O.S(S([O-])=O)([O-])=O.[Na+].[Na+].COC(O)C.Cl.C(=O)([O-])[O-].[Na+].[Na+]. Product: [NH2:1][C:4]1[CH:5]=[C:6]([S:10]([NH:13][CH2:14][C:15]([F:18])([F:16])[F:17])(=[O:12])=[O:11])[CH:7]=[CH:8][CH:9]=1. The catalyst class is: 6. (2) Reactant: [CH2:1]([N:8]1[CH2:13][CH2:12][C:11](=O)[CH:10](C(OCC)=O)[CH2:9]1)[C:2]1[CH:7]=[CH:6][CH:5]=[CH:4][CH:3]=1.[CH3:20][C:21]1[CH:22]=[C:23]([NH2:29])[C:24]([NH2:28])=[CH:25][C:26]=1[CH3:27].[C:30](OCC)(=[O:32])C.CO. Product: [CH3:20][C:21]1[C:26]([CH3:27])=[CH:25][C:24]2[N:28]([C:11]3[CH2:12][CH2:13][N:8]([CH2:1][C:2]4[CH:3]=[CH:4][CH:5]=[CH:6][CH:7]=4)[CH2:9][CH:10]=3)[C:30](=[O:32])[NH:29][C:23]=2[CH:22]=1. The catalyst class is: 113. (3) Product: [NH2:1][C:2]1[N:6]([C:7]2[C:12]([Cl:13])=[CH:11][C:10]([C:14]([F:15])([F:16])[F:17])=[CH:9][C:8]=2[Cl:18])[N:5]=[C:4]([C:19]#[N:20])[C:3]=1[C:21]1([S:26]([CH3:27])=[O:33])[CH2:23][C:22]1([F:24])[F:25]. The catalyst class is: 4. Reactant: [NH2:1][C:2]1[N:6]([C:7]2[C:12]([Cl:13])=[CH:11][C:10]([C:14]([F:17])([F:16])[F:15])=[CH:9][C:8]=2[Cl:18])[N:5]=[C:4]([C:19]#[N:20])[C:3]=1[C:21]1([S:26][CH3:27])[CH2:23][C:22]1([F:25])[F:24].ClC1C=C(C=CC=1)C(OO)=[O:33]. (4) Reactant: C(OC([N:11]1[CH2:22][CH2:21][N:20]2[CH2:23][CH2:24][CH2:25][N:14]([CH2:15][CH2:16][N:17](C(OCC3C=CC=CC=3)=O)[CH2:18][CH2:19]2)[CH2:13][CH2:12]1)=O)C1C=CC=CC=1. Product: [N:14]12[CH2:25][CH2:24][CH2:23][N:20]([CH2:21][CH2:22][NH:11][CH2:12][CH2:13]1)[CH2:19][CH2:18][NH:17][CH2:16][CH2:15]2. The catalyst class is: 29. (5) Reactant: Cl.[CH3:2][NH:3][O:4][CH3:5].CCN(C(C)C)C(C)C.[C:15]([N:22]1[CH2:30][CH2:29][CH:25]([C:26]([OH:28])=O)[CH2:24][CH2:23]1)([O:17][C:18]([CH3:21])([CH3:20])[CH3:19])=[O:16].ON1C2C=CC=CC=2N=N1.Cl.CN(C)CCCN=C=NCC.CNOC. Product: [C:18]([O:17][C:15]([N:22]1[CH2:23][CH2:24][CH:25]([C:26](=[O:28])[N:3]([O:4][CH3:5])[CH3:2])[CH2:29][CH2:30]1)=[O:16])([CH3:19])([CH3:20])[CH3:21]. The catalyst class is: 139.